Dataset: Forward reaction prediction with 1.9M reactions from USPTO patents (1976-2016). Task: Predict the product of the given reaction. (1) The product is: [F:12][C:11]([F:14])([F:13])[C:9]1[S:10][C:4]2[CH:3]=[C:2]([O:23][NH:22][C:15](=[O:16])[O:17][C:18]([CH3:21])([CH3:20])[CH3:19])[N:7]=[CH:6][C:5]=2[N:8]=1. Given the reactants Cl[C:2]1[N:7]=[CH:6][C:5]2[N:8]=[C:9]([C:11]([F:14])([F:13])[F:12])[S:10][C:4]=2[CH:3]=1.[C:15]([NH:22][OH:23])([O:17][C:18]([CH3:21])([CH3:20])[CH3:19])=[O:16].[OH-].[K+].[Cl-].[NH4+], predict the reaction product. (2) Given the reactants [CH:1]([NH:4][C:5]([C:7]1[C:15]2[C:10](=[N:11][CH:12]=[C:13]([C:16]3[C:24]4[CH2:23][C:22]([CH3:26])([CH3:25])[CH2:21][CH2:20][C:19]=4[N:18]([CH3:27])[N:17]=3)[N:14]=2)[N:9](COCC[Si](C)(C)C)[CH:8]=1)=[O:6])([CH3:3])[CH3:2].C(O)(C(F)(F)F)=O, predict the reaction product. The product is: [CH:1]([NH:4][C:5]([C:7]1[C:15]2[C:10](=[N:11][CH:12]=[C:13]([C:16]3[C:24]4[CH2:23][C:22]([CH3:25])([CH3:26])[CH2:21][CH2:20][C:19]=4[N:18]([CH3:27])[N:17]=3)[N:14]=2)[NH:9][CH:8]=1)=[O:6])([CH3:3])[CH3:2]. (3) Given the reactants [Cl:1][C:2]1[N:7]2[N:8]=[CH:9][CH:10]=[C:6]2[N:5]=[C:4]([NH2:11])[CH:3]=1.[Cl:12][C:13]1[N:18]2[N:19]=[C:20]([CH3:22])[CH:21]=[C:17]2[N:16]=[C:15]([NH2:23])[CH:14]=1.[C:24]([C:28]1[CH:36]=[CH:35][C:31]([C:32](Cl)=[O:33])=[CH:30][CH:29]=1)([CH3:27])([CH3:26])[CH3:25], predict the reaction product. The product is: [C:24]([C:28]1[CH:29]=[CH:30][C:31]([C:32]([NH:11][C:4]2[CH:3]=[C:2]([Cl:1])[N:7]3[N:8]=[CH:9][CH:10]=[C:6]3[N:5]=2)=[O:33])=[CH:35][CH:36]=1)([CH3:27])([CH3:25])[CH3:26].[C:24]([C:28]1[CH:29]=[CH:30][C:31]([C:32]([NH:23][C:15]2[CH:14]=[C:13]([Cl:12])[N:18]3[N:19]=[C:20]([CH3:22])[CH:21]=[C:17]3[N:16]=2)=[O:33])=[CH:35][CH:36]=1)([CH3:27])([CH3:25])[CH3:26]. (4) Given the reactants C(OC([NH:8][CH2:9][C:10](O)=[O:11])=O)(C)(C)C.[ClH:13].[C:14]1([CH:20]([NH2:31])[C:21]2[CH:26]=[CH:25][C:24]([C:27]([F:30])([F:29])[F:28])=[CH:23][CH:22]=2)[CH:19]=[CH:18][CH:17]=[CH:16][CH:15]=1, predict the reaction product. The product is: [ClH:13].[NH2:8][CH2:9][C:10]([NH:31][CH:20]([C:14]1[CH:15]=[CH:16][CH:17]=[CH:18][CH:19]=1)[C:21]1[CH:26]=[CH:25][C:24]([C:27]([F:29])([F:30])[F:28])=[CH:23][CH:22]=1)=[O:11]. (5) Given the reactants Br[C:2]1[CH:3]=[C:4]([NH2:11])[C:5]2[O:9][CH2:8][O:7][C:6]=2[CH:10]=1.C[CH2:13][N:14](C(C)C)C(C)C, predict the reaction product. The product is: [NH2:11][C:4]1[C:5]2[O:9][CH2:8][O:7][C:6]=2[CH:10]=[C:2]([C:13]#[N:14])[CH:3]=1. (6) Given the reactants Cl[C:2]1[CH:7]=[C:6]([N+:8]([O-:10])=[O:9])[CH:5]=[CH:4][N+:3]=1[O-:11].[NH2:12][CH2:13][C:14]1[CH:19]=[CH:18][C:17]([C:20]2[C:21]([C:27]([O:29][CH3:30])=[O:28])=[C:22]([F:26])[CH:23]=[CH:24][CH:25]=2)=[CH:16][C:15]=1[F:31].CN1CCOCC1, predict the reaction product. The product is: [F:26][C:22]1[CH:23]=[CH:24][CH:25]=[C:20]([C:17]2[CH:18]=[CH:19][C:14]([CH2:13][NH:12][C:2]3[CH:7]=[C:6]([N+:8]([O-:10])=[O:9])[CH:5]=[CH:4][N+:3]=3[O-:11])=[C:15]([F:31])[CH:16]=2)[C:21]=1[C:27]([O:29][CH3:30])=[O:28].